Predict the reactants needed to synthesize the given product. From a dataset of Full USPTO retrosynthesis dataset with 1.9M reactions from patents (1976-2016). (1) Given the product [O:13]1[CH2:17][CH2:16][CH2:15][C@H:14]1[CH2:18][O:1][C:2]1[CH:3]=[C:4]2[C:9](=[CH:10][CH:11]=1)[C:8](=[O:12])[O:7][CH2:6][CH2:5]2, predict the reactants needed to synthesize it. The reactants are: [OH:1][C:2]1[CH:3]=[C:4]2[C:9](=[CH:10][CH:11]=1)[C:8](=[O:12])[O:7][CH2:6][CH2:5]2.[O:13]1[CH2:17][CH2:16][CH2:15][C@H:14]1[CH2:18]OS(C)(=O)=O.C(=O)([O-])[O-].[Cs+].[Cs+]. (2) Given the product [CH2:1]([N:3]1[CH:7]=[C:6]([C:8]([Cl:20])=[O:10])[CH:5]=[N:4]1)[CH3:2], predict the reactants needed to synthesize it. The reactants are: [CH2:1]([N:3]1[CH:7]=[C:6]([C:8]([OH:10])=O)[CH:5]=[N:4]1)[CH3:2].C1(C)C=CC=CC=1.S(Cl)([Cl:20])=O. (3) The reactants are: O1CCCC1.[Br:6]N1C(=O)CCC1=O.[Cl:14][C:15]1[C:16]2[NH:23][CH:22]=[CH:21][C:17]=2[N:18]=[CH:19][N:20]=1. Given the product [Br:6][C:21]1[C:17]2[N:18]=[CH:19][N:20]=[C:15]([Cl:14])[C:16]=2[NH:23][CH:22]=1, predict the reactants needed to synthesize it. (4) Given the product [CH3:1][Si:2]([CH3:7])([CH3:6])[CH2:3][CH2:4][S:8]([C:11]1[CH:17]=[CH:16][C:14]([CH3:15])=[CH:13][CH:12]=1)(=[O:10])=[O:9], predict the reactants needed to synthesize it. The reactants are: [CH3:1][Si:2]([CH3:7])([CH3:6])[CH2:3][CH2:4]O.[S:8](Cl)([C:11]1[CH:17]=[CH:16][C:14]([CH3:15])=[CH:13][CH:12]=1)(=[O:10])=[O:9]. (5) Given the product [F:14][C:13]([F:16])([F:15])[S:10]([OH:12])(=[O:11])=[O:9].[CH3:8][S:7][C:2]1[O:1][CH2:6][CH2:5][CH2:4][N:3]=1, predict the reactants needed to synthesize it. The reactants are: [O:1]1[CH2:6][CH2:5][CH2:4][NH:3][C:2]1=[S:7].[CH3:8][O:9][S:10]([C:13]([F:16])([F:15])[F:14])(=[O:12])=[O:11].CCOCC. (6) Given the product [Br:1][C:2]1[N:3]=[C:4]([C:16]2[CH:21]=[CH:20][C:19]([F:22])=[CH:18][CH:17]=2)[N:5]([CH2:8][O:9][CH2:10][CH2:11][Si:12]([CH3:15])([CH3:14])[CH3:13])[CH:6]=1, predict the reactants needed to synthesize it. The reactants are: [Br:1][C:2]1[N:3]=[C:4]([C:16]2[CH:21]=[CH:20][C:19]([F:22])=[CH:18][CH:17]=2)[N:5]([CH2:8][O:9][CH2:10][CH2:11][Si:12]([CH3:15])([CH3:14])[CH3:13])[C:6]=1Br.C(O)(C)C.O.